Dataset: Human liver microsome stability data. Task: Regression/Classification. Given a drug SMILES string, predict its absorption, distribution, metabolism, or excretion properties. Task type varies by dataset: regression for continuous measurements (e.g., permeability, clearance, half-life) or binary classification for categorical outcomes (e.g., BBB penetration, CYP inhibition). Dataset: hlm. (1) The drug is Cc1ccc(-n2nnnc2SCC(=O)Nc2ccccc2Cl)c(Cl)c1. The result is 1 (stable in human liver microsomes). (2) The compound is O=C(Oc1cccc(N2CCS(=O)(=O)CC2)c1)N1CCC(c2ccc(N3CCC3)cc2)CC1. The result is 1 (stable in human liver microsomes). (3) The drug is Cc1noc(-c2ccc3c(c2)c2c(n3CCCSc3cc(F)cc(F)c3)CCCC2)n1. The result is 0 (unstable in human liver microsomes).